Dataset: Forward reaction prediction with 1.9M reactions from USPTO patents (1976-2016). Task: Predict the product of the given reaction. (1) Given the reactants [C-:1]#[N:2].[K+].[C:4]1(=O)[CH2:8][CH2:7][CH2:6][CH2:5]1.[CH3:10][NH:11][CH2:12][C:13]1[CH:18]=[CH:17][CH:16]=[CH:15][CH:14]=1, predict the reaction product. The product is: [CH3:10][N:11]([CH2:12][C:13]1[CH:18]=[CH:17][CH:16]=[CH:15][CH:14]=1)[C:4]1([C:1]#[N:2])[CH2:8][CH2:7][CH2:6][CH2:5]1. (2) Given the reactants [C:1]([O:5][C:6]([N:8]1[CH2:12][C@@H:11]([F:13])[CH2:10][C@H:9]1[C:14]([OH:16])=O)=[O:7])([CH3:4])([CH3:3])[CH3:2].O.O[N:19]1C2C=CC=CC=2N=N1.Cl.CNC(NC)CCN=C=NCC.N, predict the reaction product. The product is: [NH2:19][C:14]([C@@H:9]1[CH2:10][C@H:11]([F:13])[CH2:12][N:8]1[C:6]([O:5][C:1]([CH3:4])([CH3:3])[CH3:2])=[O:7])=[O:16]. (3) The product is: [OH:12][C:9]1[C:8]([C:13]([O:15][CH2:16][CH3:17])=[O:14])=[CH:7][N:6]=[C:5]2[C:4]([CH3:18])=[C:3]([CH2:1][OH:2])[S:11][C:10]=12. Given the reactants [CH:1]([C:3]1[S:11][C:10]2[C:9](=[O:12])[C:8]([C:13]([O:15][CH2:16][CH3:17])=[O:14])=[CH:7][NH:6][C:5]=2[C:4]=1[CH3:18])=[O:2].C(Cl)Cl.[BH4-].[Na+], predict the reaction product. (4) Given the reactants [NH2:1][C:2]1[CH:3]=[C:4]([OH:13])[C:5](=[CH:11][CH:12]=1)[C:6]([O:8][CH2:9][CH3:10])=[O:7].[C:14](OC(=O)C)(=[O:16])[CH3:15].O, predict the reaction product. The product is: [C:14]([NH:1][C:2]1[CH:3]=[C:4]([OH:13])[C:5](=[CH:11][CH:12]=1)[C:6]([O:8][CH2:9][CH3:10])=[O:7])(=[O:16])[CH3:15]. (5) Given the reactants Cl.[Cl:2][C:3]1[CH:8]=[CH:7][C:6]([NH:9][C:10]([NH:12][CH2:13][C:14]2[CH:19]=[CH:18][CH:17]=[C:16]([C:20]3([CH3:25])OCC[O:21]3)[CH:15]=2)=[O:11])=[CH:5][CH:4]=1, predict the reaction product. The product is: [C:20]([C:16]1[CH:15]=[C:14]([CH:19]=[CH:18][CH:17]=1)[CH2:13][NH:12][C:10]([NH:9][C:6]1[CH:7]=[CH:8][C:3]([Cl:2])=[CH:4][CH:5]=1)=[O:11])(=[O:21])[CH3:25].